This data is from CYP3A4 inhibition data for predicting drug metabolism from PubChem BioAssay. The task is: Regression/Classification. Given a drug SMILES string, predict its absorption, distribution, metabolism, or excretion properties. Task type varies by dataset: regression for continuous measurements (e.g., permeability, clearance, half-life) or binary classification for categorical outcomes (e.g., BBB penetration, CYP inhibition). Dataset: cyp3a4_veith. (1) The drug is CN1CCC2(CC1)CCN(C(=O)c1ccco1)CC2. The result is 0 (non-inhibitor). (2) The molecule is N#Cc1ccc(CN2CC[C@@]3(CCCN(C(=O)c4cccc(F)c4)C3)C2)cc1. The result is 1 (inhibitor). (3) The molecule is Cn1c(C(=O)NCC2CCCO2)cc2c(=O)n3ccccc3nc21. The result is 0 (non-inhibitor).